This data is from Catalyst prediction with 721,799 reactions and 888 catalyst types from USPTO. The task is: Predict which catalyst facilitates the given reaction. (1) Reactant: [Li].C1C2C(=CC=CC=2)C=CC=1.[CH3:12][C:13]1([NH:29][C:30](=[O:36])[O:31][C:32]([CH3:35])([CH3:34])[CH3:33])[CH2:17][CH2:16][CH2:15][CH:14]1[NH:18]S(C1C=CC(C)=CC=1)(=O)=O. Product: [NH2:18][CH:14]1[CH2:15][CH2:16][CH2:17][C:13]1([NH:29][C:30](=[O:36])[O:31][C:32]([CH3:35])([CH3:34])[CH3:33])[CH3:12]. The catalyst class is: 216. (2) Reactant: [C:1]1([S:7][C:8]2[CH:13]=[CH:12][C:11]([O:14][CH2:15][CH2:16][O:17][CH3:18])=[CH:10][CH:9]=2)[CH:6]=[CH:5][CH:4]=[CH:3][CH:2]=1.OO.O.O.O.O.O.S([O-])([O-])(=[O:28])=S.[Na+].[Na+].O. Product: [C:1]1([S:7]([C:8]2[CH:9]=[CH:10][C:11]([O:14][CH2:15][CH2:16][O:17][CH3:18])=[CH:12][CH:13]=2)=[O:28])[CH:2]=[CH:3][CH:4]=[CH:5][CH:6]=1. The catalyst class is: 15.